This data is from Forward reaction prediction with 1.9M reactions from USPTO patents (1976-2016). The task is: Predict the product of the given reaction. (1) Given the reactants Cl[C:2]([O:4][CH2:5][CH:6]([CH3:8])[CH3:7])=[O:3].[CH3:9][C:10]1[C:11]([NH:13][C:14](=[O:17])[C:15]=1[CH3:16])=[O:12].C(N(CC)CC)C.CO, predict the reaction product. The product is: [CH2:5]([O:4][C:2]([N:13]1[C:14](=[O:17])[C:15]([CH3:16])=[C:10]([CH3:9])[C:11]1=[O:12])=[O:3])[CH:6]([CH3:8])[CH3:7]. (2) Given the reactants Br[C:2]1[CH:7]=[CH:6][N:5]=[C:4]([Cl:8])[CH:3]=1.CC1(C)C(C)(C)OB([C:17]2[CH:22]=[CH:21][CH:20]=[CH:19][C:18]=2[OH:23])O1.[O-]P([O-])([O-])=O.[K+].[K+].[K+].O, predict the reaction product. The product is: [Cl:8][C:4]1[CH:3]=[C:2]([C:17]2[CH:22]=[CH:21][CH:20]=[CH:19][C:18]=2[OH:23])[CH:7]=[CH:6][N:5]=1. (3) The product is: [NH2:27][C:28]([C:30]1[CH:35]=[CH:34][C:33]([C:2]2[CH:3]=[C:4]([C:14]([NH:16][CH2:17][C:18]3[C:19](=[O:26])[NH:20][C:21]([CH3:25])=[CH:22][C:23]=3[CH3:24])=[O:15])[C:5]3[CH:10]=[N:9][N:8]([CH:11]([CH3:13])[CH3:12])[C:6]=3[N:7]=2)=[CH:32][CH:31]=1)=[O:29]. Given the reactants Cl[C:2]1[CH:3]=[C:4]([C:14]([NH:16][CH2:17][C:18]2[C:19](=[O:26])[NH:20][C:21]([CH3:25])=[CH:22][C:23]=2[CH3:24])=[O:15])[C:5]2[CH:10]=[N:9][N:8]([CH:11]([CH3:13])[CH3:12])[C:6]=2[N:7]=1.[NH2:27][C:28]([C:30]1[CH:35]=[CH:34][C:33](B(O)O)=[CH:32][CH:31]=1)=[O:29].COCCOC.O.C(=O)(O)[O-].[Na+], predict the reaction product. (4) Given the reactants [C:1]1([CH:7]([CH2:11][CH2:12][OH:13])[CH2:8][CH2:9]O)[CH:6]=[CH:5][CH:4]=[CH:3][CH:2]=1.[BrH:14], predict the reaction product. The product is: [Br:14][CH2:9][CH2:8][CH:7]([C:1]1[CH:6]=[CH:5][CH:4]=[CH:3][CH:2]=1)[CH2:11][CH2:12][OH:13]. (5) Given the reactants Br[C:2]1[CH:3]=[C:4]2[C:8](=[C:9]([C:11]([NH2:13])=[O:12])[CH:10]=1)[NH:7][CH:6]=[C:5]2[CH:14]1[CH2:19][CH2:18][S:17](=[O:21])(=[O:20])[C:16]([CH3:23])([CH3:22])[CH2:15]1.CC1(C)C(C)(C)OB([C:32]2[CH:33]=[C:34]([CH:37]=[O:38])[S:35][CH:36]=2)O1.C([O-])([O-])=O.[K+].[K+], predict the reaction product. The product is: [CH3:22][C:16]1([CH3:23])[CH2:15][CH:14]([C:5]2[C:4]3[C:8](=[C:9]([C:11]([NH2:13])=[O:12])[CH:10]=[C:2]([C:32]4[CH:33]=[C:34]([CH:37]=[O:38])[S:35][CH:36]=4)[CH:3]=3)[NH:7][CH:6]=2)[CH2:19][CH2:18][S:17]1(=[O:21])=[O:20].